This data is from Peptide-MHC class I binding affinity with 185,985 pairs from IEDB/IMGT. The task is: Regression. Given a peptide amino acid sequence and an MHC pseudo amino acid sequence, predict their binding affinity value. This is MHC class I binding data. (1) The peptide sequence is LLSAWILTA. The MHC is HLA-A68:01 with pseudo-sequence HLA-A68:01. The binding affinity (normalized) is 0.00443. (2) The peptide sequence is FAHELEMLC. The MHC is HLA-A02:01 with pseudo-sequence HLA-A02:01. The binding affinity (normalized) is 0.347. (3) The peptide sequence is RVPTVFHKK. The MHC is HLA-B51:01 with pseudo-sequence HLA-B51:01. The binding affinity (normalized) is 0.0847.